From a dataset of Catalyst prediction with 721,799 reactions and 888 catalyst types from USPTO. Predict which catalyst facilitates the given reaction. (1) Reactant: [CH3:1][N:2]([CH3:18])[C:3]1[C:4]2[N:5]([N:10]=[C:11]([C:13]([O:15]CC)=O)[CH:12]=2)[CH:6]=[C:7]([CH3:9])[N:8]=1.[CH3:19][CH2:20][O:21][C:22]([CH3:24])=[O:23].[Li+].C[Si]([N-][Si](C)(C)C)(C)C. Product: [CH3:18][N:2]([CH3:1])[C:3]1[C:4]2[N:5]([N:10]=[C:11]([C:13](=[O:15])[CH2:24][C:22]([O:21][CH2:20][CH3:19])=[O:23])[CH:12]=2)[CH:6]=[C:7]([CH3:9])[N:8]=1. The catalyst class is: 1. (2) Reactant: [Cl:1][C:2]1[N:7]=[C:6](Cl)[C:5]([Cl:9])=[CH:4][N:3]=1.[F:10][CH:11]([F:22])[S:12]([C:15]1[CH:21]=[CH:20][CH:19]=[CH:18][C:16]=1[NH2:17])(=[O:14])=[O:13].[H-].[Na+].C(Cl)Cl.CO. Product: [Cl:1][C:2]1[N:7]=[C:6]([NH:17][C:16]2[CH:18]=[CH:19][CH:20]=[CH:21][C:15]=2[S:12]([CH:11]([F:22])[F:10])(=[O:14])=[O:13])[C:5]([Cl:9])=[CH:4][N:3]=1. The catalyst class is: 3. (3) Reactant: [N:1]1[CH:6]=[CH:5][C:4]([O:7][C:8]2[CH:13]=[CH:12][C:11]([S:14]([OH:17])(=O)=[O:15])=[CH:10][CH:9]=2)=[CH:3][CH:2]=1.CN(C)C=O.S(Cl)([Cl:25])=O. Product: [ClH:25].[N:1]1[CH:6]=[CH:5][C:4]([O:7][C:8]2[CH:13]=[CH:12][C:11]([S:14]([Cl:25])(=[O:17])=[O:15])=[CH:10][CH:9]=2)=[CH:3][CH:2]=1. The catalyst class is: 10. (4) Reactant: [CH2:1]([C:3]1([C:16]([O:18]CC)=[O:17])[CH2:8][CH2:7][N:6]([C:9]([O:11][C:12]([CH3:15])([CH3:14])[CH3:13])=[O:10])[CH2:5][CH2:4]1)[CH3:2].[OH-].[K+].Cl. Product: [C:12]([O:11][C:9]([N:6]1[CH2:7][CH2:8][C:3]([CH2:1][CH3:2])([C:16]([OH:18])=[O:17])[CH2:4][CH2:5]1)=[O:10])([CH3:15])([CH3:14])[CH3:13]. The catalyst class is: 40. (5) The catalyst class is: 11. Product: [CH2:24]([O:23][C:21]([C@@H:20]1[CH2:15][C@H:14]1[C:12]1[CH:13]=[C:8]([N:4]2[C:5]([CH3:7])=[N:6][C:2]([CH3:1])=[N:3]2)[N:9]=[C:10]([CH2:16][CH3:17])[N:11]=1)=[O:22])[CH3:25]. Reactant: [CH3:1][C:2]1[N:6]=[C:5]([CH3:7])[N:4]([C:8]2[CH:13]=[C:12]([CH:14]=[CH2:15])[N:11]=[C:10]([CH2:16][CH3:17])[N:9]=2)[N:3]=1.[N+](=[CH:20][C:21]([O:23][CH2:24][CH3:25])=[O:22])=[N-]. (6) Product: [Br:1][C:2]1[CH:7]=[CH:6][C:5]([C:12](=[O:14])[CH2:13][C:9]([CH3:16])([CH3:8])[C:10]([OH:15])=[O:11])=[CH:4][CH:3]=1. Reactant: [Br:1][C:2]1[CH:7]=[CH:6][CH:5]=[CH:4][CH:3]=1.[CH3:8][C:9]1([CH3:16])[CH2:13][C:12](=[O:14])[O:11][C:10]1=[O:15].[Al]. The catalyst class is: 68. (7) Reactant: [Cl:1][C:2]1[CH:3]=[C:4]([CH:19]=[CH:20][C:21]=1[O:22][CH3:23])[CH2:5][NH:6][C:7]1[C:12]([C:13]([OH:15])=[O:14])=[CH:11][N:10]=[C:9](S(C)=O)[N:8]=1.Cl.[CH:25]12[CH2:30][CH:29]1[CH2:28][NH:27][CH2:26]2.C(N(CC)CC)C.O. Product: [CH:25]12[CH2:30][CH:29]1[CH2:28][N:27]([C:9]1[N:8]=[C:7]([NH:6][CH2:5][C:4]3[CH:19]=[CH:20][C:21]([O:22][CH3:23])=[C:2]([Cl:1])[CH:3]=3)[C:12]([C:13]([OH:15])=[O:14])=[CH:11][N:10]=1)[CH2:26]2. The catalyst class is: 1.